Task: Regression/Classification. Given a drug SMILES string, predict its absorption, distribution, metabolism, or excretion properties. Task type varies by dataset: regression for continuous measurements (e.g., permeability, clearance, half-life) or binary classification for categorical outcomes (e.g., BBB penetration, CYP inhibition). Dataset: rlm.. Dataset: Rat liver microsome stability data The compound is Cc1nc2c(Cl)cccc2n1-c1cc(Oc2cc(F)cc(S(C)(=O)=O)c2)ccc1Cl. The result is 1 (stable in rat liver microsomes).